This data is from Full USPTO retrosynthesis dataset with 1.9M reactions from patents (1976-2016). The task is: Predict the reactants needed to synthesize the given product. (1) Given the product [CH3:1][O:2][C:3]1[CH:4]=[C:5]([C:11]2[CH:12]=[C:13]3[C:18](=[CH:19][CH:20]=2)[N:17]=[CH:16][N:15]=[C:14]3[C:21]2[CH:26]=[CH:25][C:24]([N:27]3[CH2:28][CH2:29][N:30]([C:33](=[O:35])[CH3:34])[CH2:31][CH2:32]3)=[N:23][CH:22]=2)[CH:6]=[CH:7][C:8]=1[O:9][CH3:10], predict the reactants needed to synthesize it. The reactants are: [CH3:1][O:2][C:3]1[CH:4]=[C:5]([C:11]2[CH:12]=[C:13]3[C:18](=[CH:19][CH:20]=2)[N:17]=[CH:16][N:15]=[C:14]3[C:21]2[CH:22]=[N:23][C:24]([N:27]3[CH2:32][CH2:31][NH:30][CH2:29][CH2:28]3)=[CH:25][CH:26]=2)[CH:6]=[CH:7][C:8]=1[O:9][CH3:10].[C:33](Cl)(=[O:35])[CH3:34]. (2) Given the product [CH3:1][C:2]1[N:7]2[N:8]=[C:9]([CH2:11][CH2:12][C:13]3[N:14]=[C:15]4[C:23]5[C:18](=[CH:19][CH:20]=[CH:21][CH:22]=5)[CH2:17][N:16]4[CH:24]=3)[N:10]=[C:6]2[C:5]([CH3:25])=[N:4][CH:3]=1, predict the reactants needed to synthesize it. The reactants are: [CH3:1][C:2]1[N:7]2[N:8]=[C:9]([CH:11]=[CH:12][C:13]3[N:14]=[C:15]4[C:23]5[C:18](=[CH:19][CH:20]=[CH:21][CH:22]=5)[CH2:17][N:16]4[CH:24]=3)[N:10]=[C:6]2[C:5]([CH3:25])=[N:4][CH:3]=1. (3) Given the product [CH:13]1([NH:12][C:4]2[C:5]3[CH:10]=[C:9]([CH3:11])[NH:8][C:6]=3[N:7]=[C:2]([NH:17][C:18]3[CH:26]=[C:25]4[C:21]([CH:22]=[N:23][NH:24]4)=[CH:20][CH:19]=3)[N:3]=2)[CH2:16][CH2:15][CH2:14]1, predict the reactants needed to synthesize it. The reactants are: Cl[C:2]1[N:3]=[C:4]([NH:12][CH:13]2[CH2:16][CH2:15][CH2:14]2)[C:5]2[CH:10]=[C:9]([CH3:11])[NH:8][C:6]=2[N:7]=1.[NH2:17][C:18]1[CH:26]=[C:25]2[C:21]([CH:22]=[N:23][NH:24]2)=[CH:20][CH:19]=1.C[Si](Cl)(C)C. (4) Given the product [CH3:7][C:6]1[O:5][C:4]([C:8]([NH:15][C@H:14]([CH2:16][CH:17]([CH3:19])[CH3:18])[C:13]([O:12][CH3:11])=[O:20])=[O:10])=[CH:3][C:2]=1[CH3:1], predict the reactants needed to synthesize it. The reactants are: [CH3:1][C:2]1[CH:3]=[C:4]([C:8]([OH:10])=O)[O:5][C:6]=1[CH3:7].[CH3:11][O:12][C:13](=[O:20])[C@@H:14]([CH2:16][CH:17]([CH3:19])[CH3:18])[NH2:15]. (5) Given the product [NH2:7][CH:8]1[CH2:9][CH2:10][N:11]([CH2:14][CH2:15][N:16]2[C:21]3[CH:22]=[C:23]([O:26][CH3:27])[CH:24]=[CH:25][C:20]=3[S:19][CH2:18][C:17]2=[O:28])[CH2:12][CH2:13]1, predict the reactants needed to synthesize it. The reactants are: C(OC(=O)[NH:7][CH:8]1[CH2:13][CH2:12][N:11]([CH2:14][CH2:15][N:16]2[C:21]3[CH:22]=[C:23]([O:26][CH3:27])[CH:24]=[CH:25][C:20]=3[S:19][CH2:18][C:17]2=[O:28])[CH2:10][CH2:9]1)(C)(C)C.NC1CCN(CCN2C3C(=CC=C(C#N)C=3)C=CC2=O)CC1. (6) Given the product [NH2:23][C@@H:9]([C@H:10]([C:13]1[CH:18]=[CH:17][C:16]([C:19]([F:22])([F:20])[F:21])=[CH:15][CH:14]=1)[CH:11]([OH:12])[CH3:38])[CH2:8][NH:7][C:5]1[S:6][C:2]([C:146]2[CH:147]=[C:148]3[C:152](=[CH:153][CH:154]=2)[NH:151][C:150](=[O:155])[CH2:149]3)=[CH:3][N:4]=1, predict the reactants needed to synthesize it. The reactants are: Br[C:2]1[S:6][C:5]([N:7](C(OC(C)(C)C)=O)[CH2:8][C@@H:9]([NH:23]C(=O)OC(C)(C)C)[C@H:10]([C:13]2[CH:18]=[CH:17][C:16]([C:19]([F:22])([F:21])[F:20])=[CH:15][CH:14]=2)[CH2:11][OH:12])=[N:4][CH:3]=1.[CH3:38]C(OI1(OC(C)=O)(OC(C)=O)OC(=O)C2C=CC=CC1=2)=O.BrC1SC(N(C(OC(C)(C)C)=O)C[C@@H](NC(=O)OC(C)(C)C)[C@H](C2C=CC(C(F)(F)F)=CC=2)C=O)=NC=1.C[Mg]Br.BrC1SC(N(C(OC(C)(C)C)=O)C[C@@H](NC(=O)OC(C)(C)C)[C@H](C2C=CC(C(F)(F)F)=CC=2)[C@@H](O)C)=NC=1.CC1(C)C(C)(C)OB([C:146]2[CH:147]=[C:148]3[C:152](=[CH:153][CH:154]=2)[NH:151][C:150](=[O:155])[CH2:149]3)O1. (7) Given the product [Cl:1][C:2]1[CH:3]=[CH:4][C:5]([N+:9]([O-:11])=[O:10])=[C:6]([NH:7][S:23]([C:15]2[O:14][C:18]3[CH:19]=[CH:20][CH:21]=[CH:22][C:17]=3[CH:16]=2)(=[O:24])=[O:25])[CH:8]=1, predict the reactants needed to synthesize it. The reactants are: [Cl:1][C:2]1[CH:3]=[CH:4][C:5]([N+:9]([O-:11])=[O:10])=[C:6]([CH:8]=1)[NH2:7].[H-].[Na+].[O:14]1[C:18]2[CH:19]=[CH:20][CH:21]=[CH:22][C:17]=2[CH:16]=[C:15]1[S:23](Cl)(=[O:25])=[O:24].